Task: Predict the reaction yield, written as a fraction of the theoretical maximum amount of product (1.0 means a 100% yield; for example, 0.34 means a 34% yield).. Dataset: Reaction yield outcomes from USPTO patents with 853,638 reactions (1) The reactants are [OH-].[Na+].[Br:3][C:4]1[CH:16]=[CH:15][C:14]2[C:13]3[C:8](=[CH:9][CH:10]=[CH:11][CH:12]=3)[CH2:7][C:6]=2[CH:5]=1.Br[CH2:18][C:19]1[C:24]([CH2:25]Br)=[C:23]([C:27]2[CH:32]=[CH:31][CH:30]=[CH:29][CH:28]=2)[CH:22]=[CH:21][C:20]=1[C:33]1[CH:38]=[CH:37][CH:36]=[CH:35][CH:34]=1. The catalyst is C1(C)C=CC=CC=1.[Cl-].C([N+](CC)(CC)CC)C1C=CC=CC=1. The yield is 0.650. The product is [Br:3][C:4]1[CH:16]=[CH:15][C:14]2[C:13]3[C:8]([C:7]4([CH:18]=[C:19]5[C:24]([C:23]([C:27]6[CH:32]=[CH:31][CH:30]=[CH:29][CH:28]=6)=[CH:22][CH:21]=[C:20]5[C:33]5[CH:34]=[CH:35][CH:36]=[CH:37][CH:38]=5)=[CH:25]4)[C:6]=2[CH:5]=1)=[CH:9][CH:10]=[CH:11][CH:12]=3. (2) The reactants are [C:1]([C:3]1[CH:19]=[CH:18][C:6]([O:7][C:8]2[CH:9]=[CH:10][C:11]3[B:15]([OH:16])[O:14][CH2:13][C:12]=3[CH:17]=2)=[C:5]([CH:20]=[O:21])[CH:4]=1)#[N:2].[BH4-].[Na+]. The catalyst is CO. The product is [C:1]([C:3]1[CH:19]=[CH:18][C:6]([O:7][C:8]2[CH:9]=[CH:10][C:11]3[B:15]([OH:16])[O:14][CH2:13][C:12]=3[CH:17]=2)=[C:5]([CH2:20][OH:21])[CH:4]=1)#[N:2]. The yield is 0.600. (3) The reactants are [CH:1]([N:4]1[CH2:9][CH2:8][N:7]([C:10]([C:12]2[CH:13]=[C:14]3[C:18](=[CH:19][CH:20]=2)[NH:17][C:16]([C:21]([N:23]2[CH2:28][CH2:27][CH:26]([O:29][CH3:30])[CH2:25][CH2:24]2)=[O:22])=[CH:15]3)=[O:11])[CH2:6][CH2:5]1)([CH3:3])[CH3:2].[H-].[Na+].[CH:33]1([CH2:36]Br)[CH2:35][CH2:34]1. The catalyst is CN(C)C=O. The product is [CH:33]1([CH2:36][N:17]2[C:18]3[C:14](=[CH:13][C:12]([C:10]([N:7]4[CH2:8][CH2:9][N:4]([CH:1]([CH3:3])[CH3:2])[CH2:5][CH2:6]4)=[O:11])=[CH:20][CH:19]=3)[CH:15]=[C:16]2[C:21]([N:23]2[CH2:28][CH2:27][CH:26]([O:29][CH3:30])[CH2:25][CH2:24]2)=[O:22])[CH2:35][CH2:34]1. The yield is 0.620. (4) The reactants are [Li+].[BH4-].Cl[Si](C)(C)C.[Br:8][C:9]1[CH:14]=[CH:13][C:12]([CH:15]=[CH:16][N+:17]([O-])=O)=[C:11]([Cl:20])[CH:10]=1. The catalyst is C1COCC1. The product is [Br:8][C:9]1[CH:14]=[CH:13][C:12]([CH2:15][CH2:16][NH2:17])=[C:11]([Cl:20])[CH:10]=1. The yield is 0.950. (5) The reactants are [CH3:1][C:2]1[CH:7]=[C:6]([O:8][Si:9]([CH:16]([CH3:18])[CH3:17])([CH:13]([CH3:15])[CH3:14])[CH:10]([CH3:12])[CH3:11])[CH:5]=[C:4]([CH3:19])[C:3]=1[CH:20]([C:22]1[CH:23]=[C:24]2[C:28](=[CH:29][CH:30]=1)[N:27]([Si](C(C)C)(C(C)C)C(C)C)[CH:26]=[C:25]2[CH:41]([CH3:43])[CH3:42])O.CC(O)=O.C(O)(C(F)(F)F)=O. The catalyst is C(Cl)Cl.CCOC(C)=O.O. The product is [CH3:19][C:4]1[CH:5]=[C:6]([O:8][Si:9]([CH:16]([CH3:18])[CH3:17])([CH:13]([CH3:15])[CH3:14])[CH:10]([CH3:11])[CH3:12])[CH:7]=[C:2]([CH3:1])[C:3]=1[CH2:20][C:22]1[CH:23]=[C:24]2[C:28](=[CH:29][CH:30]=1)[NH:27][CH:26]=[C:25]2[CH:41]([CH3:43])[CH3:42]. The yield is 0.746.